From a dataset of Merck oncology drug combination screen with 23,052 pairs across 39 cell lines. Regression. Given two drug SMILES strings and cell line genomic features, predict the synergy score measuring deviation from expected non-interaction effect. (1) Drug 1: O=P1(N(CCCl)CCCl)NCCCO1. Drug 2: Cc1nc(Nc2ncc(C(=O)Nc3c(C)cccc3Cl)s2)cc(N2CCN(CCO)CC2)n1. Cell line: LNCAP. Synergy scores: synergy=-27.4. (2) Drug 1: O=C(NOCC(O)CO)c1ccc(F)c(F)c1Nc1ccc(I)cc1F. Drug 2: COC1=C2CC(C)CC(OC)C(O)C(C)C=C(C)C(OC(N)=O)C(OC)C=CC=C(C)C(=O)NC(=CC1=O)C2=O. Cell line: NCIH520. Synergy scores: synergy=-18.0. (3) Drug 1: O=C(O)C1(Cc2cccc(Nc3nccs3)n2)CCC(Oc2cccc(Cl)c2F)CC1. Drug 2: CC(C)CC(NC(=O)C(Cc1ccccc1)NC(=O)c1cnccn1)B(O)O. Cell line: NCIH520. Synergy scores: synergy=-28.5. (4) Drug 1: CC(=O)OC1C(=O)C2(C)C(O)CC3OCC3(OC(C)=O)C2C(OC(=O)c2ccccc2)C2(O)CC(OC(=O)C(O)C(NC(=O)c3ccccc3)c3ccccc3)C(C)=C1C2(C)C. Drug 2: CC1(c2nc3c(C(N)=O)cccc3[nH]2)CCCN1. Cell line: RPMI7951. Synergy scores: synergy=5.03. (5) Drug 1: CCN(CC)CCNC(=O)c1c(C)[nH]c(C=C2C(=O)Nc3ccc(F)cc32)c1C. Drug 2: C=CCn1c(=O)c2cnc(Nc3ccc(N4CCN(C)CC4)cc3)nc2n1-c1cccc(C(C)(C)O)n1. Cell line: LNCAP. Synergy scores: synergy=-4.80. (6) Drug 1: CC1(c2nc3c(C(N)=O)cccc3[nH]2)CCCN1. Cell line: KPL1. Drug 2: CCc1cnn2c(NCc3ccc[n+]([O-])c3)cc(N3CCCCC3CCO)nc12. Synergy scores: synergy=16.0. (7) Drug 1: COC12C(COC(N)=O)C3=C(C(=O)C(C)=C(N)C3=O)N1CC1NC12. Drug 2: N#Cc1ccc(Cn2cncc2CN2CCN(c3cccc(Cl)c3)C(=O)C2)cc1. Cell line: RPMI7951. Synergy scores: synergy=-23.7. (8) Drug 1: CC1CC2C3CCC4=CC(=O)C=CC4(C)C3(F)C(O)CC2(C)C1(O)C(=O)CO. Drug 2: COC1CC2CCC(C)C(O)(O2)C(=O)C(=O)N2CCCCC2C(=O)OC(C(C)CC2CCC(OP(C)(C)=O)C(OC)C2)CC(=O)C(C)C=C(C)C(O)C(OC)C(=O)C(C)CC(C)C=CC=CC=C1C. Cell line: OCUBM. Synergy scores: synergy=40.3.